From a dataset of Forward reaction prediction with 1.9M reactions from USPTO patents (1976-2016). Predict the product of the given reaction. (1) Given the reactants [CH:1]([C:4]1[C:8]2[CH:9]=[C:10]([C:13]([O:15]C)=[O:14])[CH:11]=[CH:12][C:7]=2[O:6][CH:5]=1)([CH3:3])[CH3:2].[OH-].[Na+], predict the reaction product. The product is: [CH:1]([C:4]1[C:8]2[CH:9]=[C:10]([C:13]([OH:15])=[O:14])[CH:11]=[CH:12][C:7]=2[O:6][CH:5]=1)([CH3:3])[CH3:2]. (2) Given the reactants [NH2:1][C:2]1[CH:3]=[N:4][CH:5]=[CH:6][C:7]=1[C:8]1[CH:9]=[C:10]([CH:23]=[CH:24][CH:25]=1)[C:11]([NH:13][C:14]([C:17]1[CH:22]=[CH:21][CH:20]=[CH:19][CH:18]=1)([CH3:16])[CH3:15])=[O:12].C(N(CC)CC)C.[CH3:33][S:34](Cl)(=[O:36])=[O:35].[F-].C([N+](CCCC)(CCCC)CCCC)CCC, predict the reaction product. The product is: [CH3:33][S:34]([NH:1][C:2]1[CH:3]=[N:4][CH:5]=[CH:6][C:7]=1[C:8]1[CH:9]=[C:10]([CH:23]=[CH:24][CH:25]=1)[C:11]([NH:13][C:14]([C:17]1[CH:22]=[CH:21][CH:20]=[CH:19][CH:18]=1)([CH3:16])[CH3:15])=[O:12])(=[O:36])=[O:35]. (3) Given the reactants [CH3:1][C:2]1[CH:3]=[C:4]([C:8]2[S:12][C:11]([C:13]([O-:15])=O)=[N:10][CH:9]=2)[CH:5]=[CH:6][CH:7]=1.[Li+].C(Cl)(=O)C(Cl)=O.[CH3:23][O:24][C:25]1[CH:26]=[C:27]([CH:30]=[CH:31][CH:32]=1)[NH:28][CH3:29].C(N(CC)CC)C, predict the reaction product. The product is: [CH3:23][O:24][C:25]1[CH:26]=[C:27]([N:28]([CH3:29])[C:13]([C:11]2[S:12][C:8]([C:4]3[CH:5]=[CH:6][CH:7]=[C:2]([CH3:1])[CH:3]=3)=[CH:9][N:10]=2)=[O:15])[CH:30]=[CH:31][CH:32]=1. (4) The product is: [CH2:17]([N:8]1[CH2:9][C:10]([C:11]2[CH:12]=[CH:13][CH:14]=[CH:15][CH:16]=2)=[C:6]([C:4]([OH:5])=[O:3])[CH2:7]1)[C:18]1[CH:19]=[CH:20][CH:21]=[CH:22][CH:23]=1. Given the reactants C([O:3][C:4]([C:6]1[CH2:7][N:8]([CH2:17][C:18]2[CH:23]=[CH:22][CH:21]=[CH:20][CH:19]=2)[CH2:9][C:10]=1[C:11]1[CH:16]=[CH:15][CH:14]=[CH:13][CH:12]=1)=[O:5])C.[OH-].[Na+], predict the reaction product. (5) Given the reactants [NH2:1][C:2]1[CH:12]=[CH:11][C:10]([C:13]2[CH:14]=[C:15]3[C:21]([C:22]4[CH:27]=[CH:26][CH:25]=[CH:24][C:23]=4[O:28][CH3:29])=[CH:20][N:19]([S:30]([C:33]4[CH:38]=[CH:37][C:36]([CH3:39])=[CH:35][CH:34]=4)(=[O:32])=[O:31])[C:16]3=[N:17][CH:18]=2)=[CH:9][C:3]=1[C:4]([N:6]([CH3:8])[CH3:7])=[O:5].[C:40](=O)(O)[O-:41].[Na+].C(Cl)(Cl)=O, predict the reaction product. The product is: [N:1]([C:2]1[CH:12]=[CH:11][C:10]([C:13]2[CH:14]=[C:15]3[C:21]([C:22]4[CH:27]=[CH:26][CH:25]=[CH:24][C:23]=4[O:28][CH3:29])=[CH:20][N:19]([S:30]([C:33]4[CH:38]=[CH:37][C:36]([CH3:39])=[CH:35][CH:34]=4)(=[O:31])=[O:32])[C:16]3=[N:17][CH:18]=2)=[CH:9][C:3]=1[C:4]([N:6]([CH3:7])[CH3:8])=[O:5])=[C:40]=[O:41]. (6) Given the reactants [C:1]([O:5][C:6]([N:8]1[CH2:15][C@H:14]([O:16][CH3:17])[CH2:13][C@H:9]1[C:10]([OH:12])=O)=[O:7])([CH3:4])([CH3:3])[CH3:2].[NH2:18][CH2:19][C:20]([O:22][CH2:23][C:24]1[CH:29]=[CH:28][CH:27]=[CH:26][CH:25]=1)=[O:21].CC1C=CC(S(O)(=O)=O)=CC=1.C1CCC(N=C=NC2CCCCC2)CC1.C1C=CC2N(O)N=NC=2C=1.O.CCN(C(C)C)C(C)C, predict the reaction product. The product is: [CH2:23]([O:22][C:20](=[O:21])[CH2:19][NH:18][C:10](=[O:12])[C@@H:9]1[CH2:13][C@@H:14]([O:16][CH3:17])[CH2:15][N:8]1[C:6]([O:5][C:1]([CH3:2])([CH3:3])[CH3:4])=[O:7])[C:24]1[CH:29]=[CH:28][CH:27]=[CH:26][CH:25]=1. (7) The product is: [N:23]1[NH:24][N:25]=[N:26][C:22]=1[C:20]1[CH:19]=[CH:18][C:17]2[N:13]([CH2:12][C:10]3[CH:9]=[CH:8][C:6]4[N:7]=[C:3]([S:2][CH3:1])[S:4][C:5]=4[CH:11]=3)[CH:14]=[N:15][C:16]=2[CH:21]=1. Given the reactants [CH3:1][S:2][C:3]1[S:4][C:5]2[CH:11]=[C:10]([CH2:12][N:13]3[C:17]4[CH:18]=[CH:19][C:20]([C:22]#[N:23])=[CH:21][C:16]=4[N:15]=[CH:14]3)[CH:9]=[CH:8][C:6]=2[N:7]=1.[N-:24]=[N+:25]=[N-:26].[Na+].[Cl-].[NH4+], predict the reaction product.